This data is from Peptide-MHC class II binding affinity with 134,281 pairs from IEDB. The task is: Regression. Given a peptide amino acid sequence and an MHC pseudo amino acid sequence, predict their binding affinity value. This is MHC class II binding data. (1) The peptide sequence is MGVSDVPRDLEVVAA. The MHC is DRB1_0101 with pseudo-sequence DRB1_0101. The binding affinity (normalized) is 0.241. (2) The peptide sequence is SGLVWGQKYFKGNFQ. The MHC is DRB1_0701 with pseudo-sequence DRB1_0701. The binding affinity (normalized) is 0.253. (3) The peptide sequence is QFKPEEITGIMKDLD. The MHC is DRB1_0802 with pseudo-sequence DRB1_0802. The binding affinity (normalized) is 0.0200. (4) The peptide sequence is GCQTYKWETFLTSEL. The MHC is DRB1_1201 with pseudo-sequence DRB1_1201. The binding affinity (normalized) is 0.0362. (5) The peptide sequence is KYKTFEAAFTVSSKR. The MHC is HLA-DQA10401-DQB10402 with pseudo-sequence HLA-DQA10401-DQB10402. The binding affinity (normalized) is 0.0889. (6) The peptide sequence is PIAFFRKEPLKECGG. The MHC is HLA-DPA10201-DPB10501 with pseudo-sequence HLA-DPA10201-DPB10501. The binding affinity (normalized) is 0.753.